From a dataset of Catalyst prediction with 721,799 reactions and 888 catalyst types from USPTO. Predict which catalyst facilitates the given reaction. (1) Reactant: [CH2:1]([N:3]([CH2:27][CH3:28])[C:4](=[O:26])[O:5][CH2:6][CH:7]([CH3:25])[CH:8]([S:17][C:18]1[CH:23]=[CH:22][C:21]([Cl:24])=[CH:20][CH:19]=1)[C:9]1[CH:14]=[C:13]([F:15])[CH:12]=[CH:11][C:10]=1[F:16])[CH3:2].ClC1C=CC=C(C(OO)=[O:37])C=1.C(=O)(O)[O-].[Na+]. Product: [CH2:27]([N:3]([CH2:1][CH3:2])[C:4](=[O:26])[O:5][CH2:6][CH:7]([CH3:25])[CH:8]([S:17]([C:18]1[CH:19]=[CH:20][C:21]([Cl:24])=[CH:22][CH:23]=1)=[O:37])[C:9]1[CH:14]=[C:13]([F:15])[CH:12]=[CH:11][C:10]=1[F:16])[CH3:28]. The catalyst class is: 2. (2) Reactant: [CH3:1][O:2][C:3]([C:5]1[O:9][N:8]=[C:7]([C:10]([CH3:13])([CH3:12])[CH3:11])[C:6]=1Br)=[O:4].[CH2:15]([Li])CCC.CI.[NH4+].[Cl-]. Product: [CH3:1][O:2][C:3]([C:5]1[O:9][N:8]=[C:7]([C:10]([CH3:13])([CH3:12])[CH3:11])[C:6]=1[CH3:15])=[O:4]. The catalyst class is: 20. (3) Product: [C:1]([O:5][C:6]([N:8]1[CH2:9][CH:10]([N:12]([CH3:37])[C:13]2[CH:21]=[CH:20][C:19]([C:22]([OH:24])=[O:23])=[C:18]3[C:14]=2[CH:15]=[C:16]([I:36])[NH:17]3)[CH2:11]1)=[O:7])([CH3:4])([CH3:3])[CH3:2]. Reactant: [C:1]([O:5][C:6]([N:8]1[CH2:11][CH:10]([N:12]([CH3:37])[C:13]2[CH:21]=[CH:20][C:19]([C:22]([O:24]C)=[O:23])=[C:18]3[C:14]=2[CH:15]=[C:16]([I:36])[N:17]3S(C2C=CC(C)=CC=2)(=O)=O)[CH2:9]1)=[O:7])([CH3:4])([CH3:3])[CH3:2].C1COCC1.[OH-].[K+].Cl. The catalyst class is: 24.